Task: Regression. Given two drug SMILES strings and cell line genomic features, predict the synergy score measuring deviation from expected non-interaction effect.. Dataset: NCI-60 drug combinations with 297,098 pairs across 59 cell lines (1) Drug 1: CC1=C2C(C(=O)C3(C(CC4C(C3C(C(C2(C)C)(CC1OC(=O)C(C(C5=CC=CC=C5)NC(=O)OC(C)(C)C)O)O)OC(=O)C6=CC=CC=C6)(CO4)OC(=O)C)OC)C)OC. Drug 2: C1=NC2=C(N=C(N=C2N1C3C(C(C(O3)CO)O)F)Cl)N. Cell line: SW-620. Synergy scores: CSS=55.7, Synergy_ZIP=2.68, Synergy_Bliss=1.25, Synergy_Loewe=1.41, Synergy_HSA=5.46. (2) Drug 1: CCC(=C(C1=CC=CC=C1)C2=CC=C(C=C2)OCCN(C)C)C3=CC=CC=C3.C(C(=O)O)C(CC(=O)O)(C(=O)O)O. Drug 2: C(CCl)NC(=O)N(CCCl)N=O. Cell line: HOP-92. Synergy scores: CSS=6.49, Synergy_ZIP=-1.38, Synergy_Bliss=-0.294, Synergy_Loewe=-5.32, Synergy_HSA=-1.95. (3) Drug 1: CS(=O)(=O)C1=CC(=C(C=C1)C(=O)NC2=CC(=C(C=C2)Cl)C3=CC=CC=N3)Cl. Drug 2: CCN(CC)CCCC(C)NC1=C2C=C(C=CC2=NC3=C1C=CC(=C3)Cl)OC. Cell line: NCI/ADR-RES. Synergy scores: CSS=28.5, Synergy_ZIP=-8.18, Synergy_Bliss=-3.61, Synergy_Loewe=-15.5, Synergy_HSA=-2.68.